From a dataset of NCI-60 drug combinations with 297,098 pairs across 59 cell lines. Regression. Given two drug SMILES strings and cell line genomic features, predict the synergy score measuring deviation from expected non-interaction effect. (1) Drug 1: C1CC2CC3=C(CC1C24CN(S(=O)(=O)N4)CC(F)(F)F)C=CC(=C3)C=CCN5CCC(CC5)C(F)(F)F. Drug 2: CCN(CC)CCNC(=O)C1=C(NC(=C1C)C=C2C3=C(C=CC(=C3)F)NC2=O)C. Cell line: SK-OV-3. Synergy scores: CSS=56.4, Synergy_ZIP=10.0, Synergy_Bliss=10.3, Synergy_Loewe=-17.6, Synergy_HSA=10.9. (2) Drug 1: CC(C1=C(C=CC(=C1Cl)F)Cl)OC2=C(N=CC(=C2)C3=CN(N=C3)C4CCNCC4)N. Drug 2: CCC1(C2=C(COC1=O)C(=O)N3CC4=CC5=C(C=CC(=C5CN(C)C)O)N=C4C3=C2)O.Cl. Cell line: LOX IMVI. Synergy scores: CSS=20.8, Synergy_ZIP=-10.6, Synergy_Bliss=-2.39, Synergy_Loewe=-1.83, Synergy_HSA=-0.940. (3) Drug 1: CC1C(C(CC(O1)OC2CC(CC3=C2C(=C4C(=C3O)C(=O)C5=C(C4=O)C(=CC=C5)OC)O)(C(=O)C)O)N)O.Cl. Drug 2: CC1=C(C=C(C=C1)C(=O)NC2=CC(=CC(=C2)C(F)(F)F)N3C=C(N=C3)C)NC4=NC=CC(=N4)C5=CN=CC=C5. Cell line: UO-31. Synergy scores: CSS=7.89, Synergy_ZIP=-3.15, Synergy_Bliss=-3.09, Synergy_Loewe=-10.3, Synergy_HSA=-2.68. (4) Drug 1: C1=CC(=CC=C1CCC2=CNC3=C2C(=O)NC(=N3)N)C(=O)NC(CCC(=O)O)C(=O)O. Drug 2: COC1=C2C(=CC3=C1OC=C3)C=CC(=O)O2. Cell line: TK-10. Synergy scores: CSS=46.1, Synergy_ZIP=5.49, Synergy_Bliss=4.09, Synergy_Loewe=0.746, Synergy_HSA=4.98. (5) Drug 1: C1=CC(=CC=C1C#N)C(C2=CC=C(C=C2)C#N)N3C=NC=N3. Drug 2: C1CCC(C(C1)N)N.C(=O)(C(=O)[O-])[O-].[Pt+4]. Cell line: SW-620. Synergy scores: CSS=32.3, Synergy_ZIP=2.20, Synergy_Bliss=1.49, Synergy_Loewe=-2.79, Synergy_HSA=2.03.